From a dataset of Peptide-MHC class II binding affinity with 134,281 pairs from IEDB. Regression. Given a peptide amino acid sequence and an MHC pseudo amino acid sequence, predict their binding affinity value. This is MHC class II binding data. (1) The peptide sequence is YDKFLANVLTVLTGK. The MHC is DRB1_0802 with pseudo-sequence DRB1_0802. The binding affinity (normalized) is 0.751. (2) The peptide sequence is AEKFKEDVINDFVSS. The MHC is HLA-DPA10201-DPB11401 with pseudo-sequence HLA-DPA10201-DPB11401. The binding affinity (normalized) is 0.326. (3) The peptide sequence is LQSLGAEIAVEQAAL. The MHC is HLA-DPA10201-DPB10101 with pseudo-sequence HLA-DPA10201-DPB10101. The binding affinity (normalized) is 0.190. (4) The peptide sequence is IEPIVATNWQKLEAFWHKHM. The MHC is DRB5_0101 with pseudo-sequence DRB5_0101. The binding affinity (normalized) is 0.687. (5) The peptide sequence is GVWTFDSEEPLQGPF. The MHC is DRB1_1302 with pseudo-sequence DRB1_1302. The binding affinity (normalized) is 0.151. (6) The peptide sequence is NTSIKTLKFDALSGS. The MHC is DRB1_0901 with pseudo-sequence DRB1_0901. The binding affinity (normalized) is 0.436. (7) The peptide sequence is LGAVYRYKKLKEMSA. The MHC is DRB1_1101 with pseudo-sequence DRB1_1101. The binding affinity (normalized) is 0.614. (8) The peptide sequence is AVSTAAVAAAPQTTP. The MHC is HLA-DQA10102-DQB10602 with pseudo-sequence HLA-DQA10102-DQB10602. The binding affinity (normalized) is 0.190. (9) The binding affinity (normalized) is 0.368. The MHC is DRB1_0101 with pseudo-sequence DRB1_0101. The peptide sequence is LLVGVKNDVKESKVM.